This data is from Reaction yield outcomes from USPTO patents with 853,638 reactions. The task is: Predict the reaction yield, written as a fraction of the theoretical maximum amount of product (1.0 means a 100% yield; for example, 0.34 means a 34% yield). (1) The reactants are [S:1]1[CH:5]=[CH:4][CH:3]=[C:2]1[CH2:6][NH:7][C:8]([C:10]1[N:11]=[C:12]2[C:17]([C:18](=[NH:21])[NH:19][OH:20])=[CH:16][C:15]([C:22]3[CH:26]=[CH:25][O:24][CH:23]=3)=[CH:14][N:13]2[C:27]=1[Cl:28])=[O:9].[C:29](O)(=O)[CH2:30][CH2:31][CH2:32][CH2:33][CH3:34].CN(C(ON1N=NC2C=CC=CC1=2)=[N+](C)C)C.F[P-](F)(F)(F)(F)F.C(N(C(C)C)CC)(C)C.C([O-])(O)=O.[Na+]. The catalyst is CN(C=O)C. The product is [S:1]1[CH:5]=[CH:4][CH:3]=[C:2]1[CH2:6][NH:7][C:8]([C:10]1[N:11]=[C:12]2[C:17]([C:18]3[N:21]=[C:29]([CH2:30][CH2:31][CH2:32][CH2:33][CH3:34])[O:20][N:19]=3)=[CH:16][C:15]([C:22]3[CH:26]=[CH:25][O:24][CH:23]=3)=[CH:14][N:13]2[C:27]=1[Cl:28])=[O:9]. The yield is 0.220. (2) The product is [CH2:40]([N:23]1[CH2:24][C@@H:20]([NH:19][C:17](=[O:18])[C:16]2[CH:15]=[CH:14][C:13]([CH2:12][C:10]3[C:9]4[C:4](=[CH:5][CH:6]=[CH:7][CH:8]=4)[N:3]=[C:2]([CH3:1])[CH:11]=3)=[CH:30][CH:29]=2)[C@@H:21]([C:25]([O:27][CH3:28])=[O:26])[CH2:22]1)[CH:41]([CH3:43])[CH3:42]. The yield is 0.780. The reactants are [CH3:1][C:2]1[CH:11]=[C:10]([CH2:12][C:13]2[CH:30]=[CH:29][C:16]([C:17]([NH:19][C@@H:20]3[CH2:24][NH:23][CH2:22][C@@H:21]3[C:25]([O:27][CH3:28])=[O:26])=[O:18])=[CH:15][CH:14]=2)[C:9]2[C:4](=[CH:5][CH:6]=[CH:7][CH:8]=2)[N:3]=1.C(N(C(C)C)CC)(C)C.[CH:40](=O)[CH:41]([CH3:43])[CH3:42].[BH-](OC(C)=O)(OC(C)=O)OC(C)=O.[Na+]. The catalyst is ClCCl.C(OCC)(=O)C. (3) The reactants are [NH2:1][C@@H:2]([CH2:10][CH2:11][CH2:12][NH:13][C:14]([NH:16][S:17]([C:20]1[C:21]([CH3:34])=[C:22]2[C:27](=[C:28]([CH3:31])[C:29]=1[CH3:30])[O:26][C:25]([CH3:33])([CH3:32])[CH2:24][CH2:23]2)(=[O:19])=[O:18])=[NH:15])[C:3]([O:5][C:6]([CH3:9])([CH3:8])[CH3:7])=[O:4].[CH:35]1[C:44]2[C:39](=[CH:40][CH:41]=[CH:42][CH:43]=2)[CH:38]=[CH:37][C:36]=1[N:45]1[CH:50]=[CH:49][CH:48]=[C:47]([C:51](O)=[O:52])[C:46]1=[O:54].CN(C(ON1N=NC2C=CC=CC1=2)=[N+](C)C)C.F[P-](F)(F)(F)(F)F.CCN(C(C)C)C(C)C. The catalyst is CN(C=O)C.O. The product is [CH:35]1[C:44]2[C:39](=[CH:40][CH:41]=[CH:42][CH:43]=2)[CH:38]=[CH:37][C:36]=1[N:45]1[CH:50]=[CH:49][CH:48]=[C:47]([C:51]([NH:1][C@@H:2]([CH2:10][CH2:11][CH2:12][NH:13][C:14]([NH:16][S:17]([C:20]2[C:21]([CH3:34])=[C:22]3[C:27](=[C:28]([CH3:31])[C:29]=2[CH3:30])[O:26][C:25]([CH3:33])([CH3:32])[CH2:24][CH2:23]3)(=[O:18])=[O:19])=[NH:15])[C:3]([O:5][C:6]([CH3:7])([CH3:8])[CH3:9])=[O:4])=[O:52])[C:46]1=[O:54]. The yield is 0.930. (4) The reactants are [H-].[Na+].[Cl:3][C:4]1[C:12]2[N:11]=[C:10]3[N:13]([C:17]4[CH:22]=[CH:21][C:20]([Cl:23])=[CH:19][C:18]=4[Cl:24])[CH2:14][CH2:15][CH2:16][N:9]3[C:8]=2[C:7]([CH:25]([OH:29])[CH2:26][CH2:27][CH3:28])=[CH:6][CH:5]=1.[CH3:30]I. The catalyst is CN(C)C=O.O. The product is [Cl:3][C:4]1[C:12]2[N:11]=[C:10]3[N:13]([C:17]4[CH:22]=[CH:21][C:20]([Cl:23])=[CH:19][C:18]=4[Cl:24])[CH2:14][CH2:15][CH2:16][N:9]3[C:8]=2[C:7]([CH:25]([O:29][CH3:30])[CH2:26][CH2:27][CH3:28])=[CH:6][CH:5]=1. The yield is 0.360. (5) The reactants are [Mg].[CH3:2][O:3][C:4]1[CH:12]=[CH:11][CH:10]=[C:9]2[C:5]=1[CH:6]=[C:7]([C:13]([OH:15])=[O:14])[NH:8]2.Cl.N.[CH3:18]O. No catalyst specified. The product is [CH3:2][O:3][C:4]1[CH:12]=[CH:11][CH:10]=[C:9]2[C:5]=1[CH2:6][CH:7]([C:13]([O:15][CH3:18])=[O:14])[NH:8]2. The yield is 0.640. (6) The reactants are C[Si](C)(C)CC[O:5][C:6](=[O:42])[CH2:7][CH2:8][C:9]([C:11]1[C:19]2[C:14](=[CH:15][CH:16]=[C:17]([Cl:20])[CH:18]=2)[N:13]([C:21]2[N:30]=[C:29]([C:31]3[CH:36]=[CH:35][CH:34]=[CH:33][N:32]=3)[C:28]3[C:23](=[CH:24][CH:25]=[C:26]([C:37]4[O:38][CH:39]=[CH:40][CH:41]=4)[CH:27]=3)[N:22]=2)[CH:12]=1)=[O:10].[F-].C([N+](CCCC)(CCCC)CCCC)CCC.O.Cl. The catalyst is C1COCC1. The product is [Cl:20][C:17]1[CH:18]=[C:19]2[C:14](=[CH:15][CH:16]=1)[N:13]([C:21]1[N:30]=[C:29]([C:31]3[CH:36]=[CH:35][CH:34]=[CH:33][N:32]=3)[C:28]3[C:23](=[CH:24][CH:25]=[C:26]([C:37]4[O:38][CH:39]=[CH:40][CH:41]=4)[CH:27]=3)[N:22]=1)[CH:12]=[C:11]2[C:9](=[O:10])[CH2:8][CH2:7][C:6]([OH:42])=[O:5]. The yield is 0.500. (7) The catalyst is CS(C)=O. The product is [CH2:1]([O:7][C:8]1[C:17]([CH:18]=[O:19])=[C:16]([O:20][CH3:21])[CH:15]=[CH:14][C:9]=1[C:10]([O:12][CH3:13])=[O:11])[CH:2]=[CH2:3]. The reactants are [CH2:1](Br)[CH:2]=[CH2:3].[OH-].[K+].[OH:7][C:8]1[C:17]([CH:18]=[O:19])=[C:16]([O:20][CH3:21])[CH:15]=[CH:14][C:9]=1[C:10]([O:12][CH3:13])=[O:11].Cl. The yield is 0.360.